Dataset: Forward reaction prediction with 1.9M reactions from USPTO patents (1976-2016). Task: Predict the product of the given reaction. Given the reactants ClC(OCC(C)C)=O.[N+:9]([C:12]1[CH:13]=[C:14]([CH:18]=[CH:19][C:20]=1[C:21]1[O:25][CH:24]=[N:23][CH:22]=1)[C:15]([OH:17])=O)([O-:11])=[O:10].CN1CCOCC1.[C:33]([O:37][C:38]([N:40]1[CH2:45][CH2:44][CH:43]([NH:46][CH:47]2[CH2:49][CH2:48]2)[CH2:42][CH2:41]1)=[O:39])([CH3:36])([CH3:35])[CH3:34], predict the reaction product. The product is: [C:33]([O:37][C:38]([N:40]1[CH2:45][CH2:44][CH:43]([N:46]([CH:47]2[CH2:48][CH2:49]2)[C:15](=[O:17])[C:14]2[CH:18]=[CH:19][C:20]([C:21]3[O:25][CH:24]=[N:23][CH:22]=3)=[C:12]([N+:9]([O-:11])=[O:10])[CH:13]=2)[CH2:42][CH2:41]1)=[O:39])([CH3:36])([CH3:34])[CH3:35].